This data is from Human liver microsome stability data. The task is: Regression/Classification. Given a drug SMILES string, predict its absorption, distribution, metabolism, or excretion properties. Task type varies by dataset: regression for continuous measurements (e.g., permeability, clearance, half-life) or binary classification for categorical outcomes (e.g., BBB penetration, CYP inhibition). Dataset: hlm. (1) The compound is NCCc1c[nH]c2c1C(=O)C1=C(NC=CS1(=O)=O)C2=O. The result is 0 (unstable in human liver microsomes). (2) The compound is O=C(Nc1ccc(-c2cn[nH]c2)cc1)N(CCO)Cc1ccccc1. The result is 0 (unstable in human liver microsomes). (3) The compound is Cn1c(-c2cccnc2)nc2ccc(-c3ccccc3Cl)c(CN)c21. The result is 0 (unstable in human liver microsomes). (4) The molecule is CC(C)CCn1nc(-c2cccs2)c(O)c(C2=NS(=O)(=O)c3cc(-c4cnoc4)ccc3N2)c1=O. The result is 1 (stable in human liver microsomes). (5) The compound is CC(=O)[C@H]1CC[C@H]2[C@@H]3CC[C@H]4C[C@@H](NS(C)(=O)=O)CC[C@]4(C)[C@H]3CC[C@]12C. The result is 0 (unstable in human liver microsomes).